Dataset: Reaction yield outcomes from USPTO patents with 853,638 reactions. Task: Predict the reaction yield, written as a fraction of the theoretical maximum amount of product (1.0 means a 100% yield; for example, 0.34 means a 34% yield). (1) The reactants are C1(C)C=CC(S(O[CH:11]([CH2:13]/[CH:14]=[CH:15]/[C:16]2[CH:17]=[N:18][CH:19]=[CH:20][CH:21]=2)[CH3:12])(=O)=O)=CC=1.[CH3:23][NH2:24]. The catalyst is C(O)C. The product is [CH3:23][NH:24][CH:11]([CH2:13]/[CH:14]=[CH:15]/[C:16]1[CH:17]=[N:18][CH:19]=[CH:20][CH:21]=1)[CH3:12]. The yield is 0.516. (2) The reactants are C1N=CN(C(N2C=NC=C2)=O)C=1.[CH2:13]([O:18][CH2:19][CH2:20][O:21][C:22]1[CH:30]=[CH:29][C:25]([C:26](O)=[O:27])=[CH:24][C:23]=1[C:31]([F:34])([F:33])[F:32])[CH2:14][CH2:15][CH2:16][CH3:17].[NH2:35][NH2:36]. The catalyst is C1COCC1.[Cl-].[Na+].O. The product is [CH2:13]([O:18][CH2:19][CH2:20][O:21][C:22]1[CH:30]=[CH:29][C:25]([C:26]([NH:35][NH2:36])=[O:27])=[CH:24][C:23]=1[C:31]([F:34])([F:33])[F:32])[CH2:14][CH2:15][CH2:16][CH3:17]. The yield is 1.47. (3) The reactants are [N+:1]([C:4]1[CH:5]=[C:6]2[C:10](=[CH:11][CH:12]=1)[NH:9][C:8]([CH2:13][C:14]([NH2:16])=[O:15])=[C:7]2[S:17]([C:20]1[CH:25]=[C:24]([CH3:26])[CH:23]=[C:22]([CH3:27])[CH:21]=1)(=[O:19])=[O:18])([O-])=O.[H][H]. The catalyst is O1CCCC1.CO.O=[Pt]=O. The product is [NH2:1][C:4]1[CH:5]=[C:6]2[C:10](=[CH:11][CH:12]=1)[NH:9][C:8]([CH2:13][C:14]([NH2:16])=[O:15])=[C:7]2[S:17]([C:20]1[CH:21]=[C:22]([CH3:27])[CH:23]=[C:24]([CH3:26])[CH:25]=1)(=[O:19])=[O:18]. The yield is 1.00.